From a dataset of Cav3 T-type calcium channel HTS with 100,875 compounds. Binary Classification. Given a drug SMILES string, predict its activity (active/inactive) in a high-throughput screening assay against a specified biological target. (1) The drug is s1c(CNC(=O)C2N(CCC2)C(=O)Nc2c(cccc2)C)ccc1. The result is 0 (inactive). (2) The drug is O=C(NCCc1ncccc1)c1[nH]cc(c1)C(=O)CC. The result is 0 (inactive). (3) The compound is OC(=O)CCn1nc(c(c1C)C)C. The result is 0 (inactive). (4) The compound is S(=O)(=O)(N1CCN(CC1)Cc1c(cccc1)C(F)(F)F)c1ccc(F)cc1. The result is 0 (inactive). (5) The molecule is S(CC(=O)Nc1noc(c1)C)c1oc(nn1)c1occc1. The result is 0 (inactive). (6) The drug is Clc1ccc(c2c(n(nc2C)c2[nH]c3c(n2)cccc3)N)cc1. The result is 0 (inactive). (7) The drug is O(c1c2ncccc2ccc1)C(=O)N(c1ccc(cc1)C)C. The result is 0 (inactive).